This data is from Full USPTO retrosynthesis dataset with 1.9M reactions from patents (1976-2016). The task is: Predict the reactants needed to synthesize the given product. (1) Given the product [Cl:1][C:2]1[C:11]2[C:10]([O:12][CH3:13])=[CH:9][CH:8]=[C:7]([S:15]([OH:17])(=[O:16])=[O:14])[C:6]=2[CH:5]=[CH:4][N:3]=1, predict the reactants needed to synthesize it. The reactants are: [Cl:1][C:2]1[C:11]2[C:6](=[CH:7][CH:8]=[CH:9][C:10]=2[O:12][CH3:13])[CH:5]=[CH:4][N:3]=1.[OH:14][S:15](O)(=[O:17])=[O:16]. (2) Given the product [CH3:11][O:10][C:8]([C:3]1[C:2]([CH3:1])=[CH:7][CH:6]=[CH:5][N+:4]=1[O-:20])=[O:9], predict the reactants needed to synthesize it. The reactants are: [CH3:1][C:2]1[C:3]([C:8]([O:10][CH3:11])=[O:9])=[N:4][CH:5]=[CH:6][CH:7]=1.C1C=C(Cl)C=C(C(OO)=[O:20])C=1. (3) Given the product [CH3:14][C:13]([CH3:16])([CH3:15])[C:12]([O:18][CH2:2][C:3]([C:5]1[CH:10]=[CH:9][C:8]([CH3:11])=[CH:7][CH:6]=1)=[O:4])=[O:17], predict the reactants needed to synthesize it. The reactants are: Br[CH2:2][C:3]([C:5]1[CH:10]=[CH:9][C:8]([CH3:11])=[CH:7][CH:6]=1)=[O:4].[C:12]([OH:18])(=[O:17])[C:13]([CH3:16])([CH3:15])[CH3:14].C(=O)([O-])[O-].[K+].[K+]. (4) Given the product [CH3:24][C:22]1[CH:21]=[CH:20][N:19]=[C:18]([C:4]2[C:5]3[O:6][C:7]4[CH:13]=[CH:12][CH:11]=[CH:10][C:8]=4[C:9]=3[CH:1]=[CH:2][CH:3]=2)[CH:23]=1, predict the reactants needed to synthesize it. The reactants are: [CH:1]1[C:9]2[C:8]3[CH:10]=[CH:11][CH:12]=[CH:13][C:7]=3[O:6][C:5]=2[C:4](B(O)O)=[CH:3][CH:2]=1.Cl[C:18]1[CH:23]=[C:22]([CH3:24])[CH:21]=[CH:20][N:19]=1.P([O-])([O-])([O-])=O.[K+].[K+].[K+]. (5) Given the product [CH:44]1[C:45]2[CH:46]([CH2:48][O:49][C:50]([NH:52][CH2:53][C:54]([NH:8][C@H:7]([C:26]([OH:28])=[O:27])[CH2:6][OH:5])=[O:56])=[O:51])[C:47]3[C:39](=[CH:38][CH:37]=[CH:36][CH:35]=3)[C:40]=2[CH:41]=[CH:42][CH:43]=1, predict the reactants needed to synthesize it. The reactants are: C([O:5][CH2:6][C@@H:7]([C:26]([OH:28])=[O:27])[NH:8]C(OCC1C2C=CC=CC=2C2C1=CC=CC=2)=O)(C)(C)C.N1CCCCC1.[CH:35]1[C:47]2[CH:46]([CH2:48][O:49][C:50]([NH:52][CH2:53][C:54]([OH:56])=O)=[O:51])[C:45]3[C:40](=[CH:41][CH:42]=[CH:43][CH:44]=3)[C:39]=2[CH:38]=[CH:37][CH:36]=1.F[B-](F)(F)F.N1(OC(N(C)C)=[N+](C)C)C2C=CC=CC=2N=N1.C(N(C(C)C)C(C)C)C. (6) The reactants are: [NH2:1][C:2]1[CH:3]=[C:4]2[C:8](=[CH:9][CH:10]=1)[N:7]([CH3:11])[C:6](=[O:12])[C:5]12[CH2:16][CH:15]=[CH:14][CH2:13]1.[CH3:17][C:18]1[CH:23]=[CH:22][C:21]([CH2:24][S:25](Cl)(=[O:27])=[O:26])=[CH:20][CH:19]=1.N1C=CC=CC=1. Given the product [CH3:11][N:7]1[C:8]2[C:4](=[CH:3][C:2]([NH:1][S:25]([CH2:24][C:21]3[CH:22]=[CH:23][C:18]([CH3:17])=[CH:19][CH:20]=3)(=[O:27])=[O:26])=[CH:10][CH:9]=2)[C:5]2([CH2:13][CH:14]=[CH:15][CH2:16]2)[C:6]1=[O:12], predict the reactants needed to synthesize it. (7) Given the product [CH3:1][N:2]1[CH:6]=[C:5]([CH:7]([CH:14]2[CH2:15][CH2:16][O:17][CH2:18][CH2:19]2)[CH2:8][C:9]([O:11][CH2:12][CH3:13])=[O:10])[CH:4]=[N:3]1, predict the reactants needed to synthesize it. The reactants are: [CH3:1][N:2]1[CH:6]=[C:5]([C:7]([CH:14]2[CH2:19][CH2:18][O:17][CH2:16][CH2:15]2)=[CH:8][C:9]([O:11][CH2:12][CH3:13])=[O:10])[CH:4]=[N:3]1.